From a dataset of Reaction yield outcomes from USPTO patents with 853,638 reactions. Predict the reaction yield, written as a fraction of the theoretical maximum amount of product (1.0 means a 100% yield; for example, 0.34 means a 34% yield). (1) The product is [OH:45][CH2:44][C:40]1[C:39]([CH3:46])=[CH:38][C:37]([NH:36][C:25]([CH2:24][CH2:23][CH2:22][N:21]([CH3:29])[C:19]([CH2:18][CH2:17][N:14]2[CH2:13][CH2:12][CH:11]([O:10][C:8](=[O:9])[NH:7][C:2]3[CH:3]=[CH:4][CH:5]=[CH:6][C:1]=3[C:30]3[CH:35]=[CH:34][CH:33]=[CH:32][CH:31]=3)[CH2:16][CH2:15]2)=[O:20])=[O:69])=[C:42]([CH3:43])[CH:41]=1. The reactants are [C:1]1([C:30]2[CH:35]=[CH:34][CH:33]=[CH:32][CH:31]=2)[CH:6]=[CH:5][CH:4]=[CH:3][C:2]=1[NH:7][C:8]([O:10][CH:11]1[CH2:16][CH2:15][N:14]([CH2:17][CH2:18][C:19]([N:21]([CH3:29])[CH2:22][CH2:23][CH2:24][CH2:25]C(O)=O)=[O:20])[CH2:13][CH2:12]1)=[O:9].[NH2:36][C:37]1[C:42]([CH3:43])=[CH:41][C:40]([CH2:44][OH:45])=[C:39]([CH3:46])[CH:38]=1.C(N(CC)C(C)C)(C)C.CCN=C=NCCCN(C)C.Cl.C(=O)(O)[O-:69].[Na+]. The yield is 0.310. The catalyst is C(Cl)Cl. (2) The yield is 0.590. The product is [O:1]1[C:5]2[CH:6]=[CH:7][C:8]([C:10]3([C:13]([NH:15][C:16]4[CH:17]=[C:18]([C:29]5[CH:30]=[CH:31][C:26]([CH2:25][OH:24])=[CH:27][CH:28]=5)[C:19]([CH3:22])=[CH:20][CH:21]=4)=[O:14])[CH2:12][CH2:11]3)=[CH:9][C:4]=2[O:3][CH2:2]1. The catalyst is CN(C)C=O. The reactants are [O:1]1[C:5]2[CH:6]=[CH:7][C:8]([C:10]3([C:13]([NH:15][C:16]4[CH:21]=[CH:20][C:19]([CH3:22])=[C:18](Br)[CH:17]=4)=[O:14])[CH2:12][CH2:11]3)=[CH:9][C:4]=2[O:3][CH2:2]1.[OH:24][CH2:25][C:26]1[CH:31]=[CH:30][C:29](B(O)O)=[CH:28][CH:27]=1.C([O-])([O-])=O.[K+].[K+]. (3) The reactants are F[C:2]1[CH:3]=[C:4]([C:9]2[CH:10]=[C:11]([CH2:20][O:21][S:22]([CH3:25])(=[O:24])=[O:23])[C:12](=[O:19])[N:13]([CH2:15][CH:16]([CH3:18])[CH3:17])[N:14]=2)[CH:5]=[CH:6][C:7]=1C.OCC1C(=O)N(CC(C)C)N=C(C2C=CC=CC=2)C=1. No catalyst specified. The product is [CH2:15]([N:13]1[C:12](=[O:19])[C:11]([CH2:20][O:21][S:22]([CH3:25])(=[O:23])=[O:24])=[CH:10][C:9]([C:4]2[CH:3]=[CH:2][CH:7]=[CH:6][CH:5]=2)=[N:14]1)[CH:16]([CH3:18])[CH3:17]. The yield is 0.684. (4) The reactants are I[C:2]1[C:3]([NH:13][C:14]2[CH:15]=[N:16][C:17]([O:20][CH3:21])=[CH:18][CH:19]=2)=[N:4][C:5]([N:8]2[CH2:12][CH2:11][CH2:10][CH2:9]2)=[N:6][CH:7]=1.[CH3:22][C:23]1[N:28]=[C:27]([S:29][CH3:30])[N:26]=[C:25]([Sn](CCCC)(CCCC)CCCC)[N:24]=1.[F-].[Cs+].O1CCOCC1. The catalyst is O.[Cu]I.C1C=CC([P]([Pd]([P](C2C=CC=CC=2)(C2C=CC=CC=2)C2C=CC=CC=2)([P](C2C=CC=CC=2)(C2C=CC=CC=2)C2C=CC=CC=2)[P](C2C=CC=CC=2)(C2C=CC=CC=2)C2C=CC=CC=2)(C2C=CC=CC=2)C2C=CC=CC=2)=CC=1. The product is [CH3:21][O:20][C:17]1[N:16]=[CH:15][C:14]([NH:13][C:3]2[C:2]([C:25]3[N:24]=[C:23]([CH3:22])[N:28]=[C:27]([S:29][CH3:30])[N:26]=3)=[CH:7][N:6]=[C:5]([N:8]3[CH2:12][CH2:11][CH2:10][CH2:9]3)[N:4]=2)=[CH:19][CH:18]=1. The yield is 0.192. (5) The reactants are [Cl:1][C:2]1[CH:23]=[N:22][C:5]2[N:6]=[C:7]([N:13]3[CH2:21][CH:20]4[CH:15]([NH:16][CH2:17][CH2:18][CH2:19]4)[CH2:14]3)[C:8]3[N:9]([CH:10]=[N:11][N:12]=3)[C:4]=2[CH:3]=1.[CH2:24]=O.[BH4-].[Na+]. The catalyst is CO.CCOC(C)=O. The product is [Cl:1][C:2]1[CH:23]=[N:22][C:5]2[N:6]=[C:7]([N:13]3[CH2:21][CH:20]4[CH:15]([N:16]([CH3:24])[CH2:17][CH2:18][CH2:19]4)[CH2:14]3)[C:8]3[N:9]([CH:10]=[N:11][N:12]=3)[C:4]=2[CH:3]=1. The yield is 0.220. (6) The reactants are [Na].[CH2:2]([OH:4])[CH3:3].Br[C:6]1[CH:7]=[N:8][CH:9]=[C:10]([Br:12])[CH:11]=1.CN(C=O)C. The catalyst is O. The product is [Br:12][C:10]1[CH:11]=[C:6]([O:4][CH2:2][CH3:3])[CH:7]=[N:8][CH:9]=1. The yield is 0.850.